Dataset: Catalyst prediction with 721,799 reactions and 888 catalyst types from USPTO. Task: Predict which catalyst facilitates the given reaction. (1) Reactant: [C:1](/[CH:3]=[CH:4]/[S:5]([C:8]1[CH:13]=[CH:12][C:11]([C:14]2([C:18]([OH:20])=O)[CH2:17][CH2:16][CH2:15]2)=[CH:10][CH:9]=1)(=[O:7])=[O:6])#[N:2].ON1C2C=CC=CC=2N=N1.Cl.CN(C)CCCN=C=NCC.[Cl:43][C:44]1[CH:51]=[CH:50][C:47]([CH2:48][NH2:49])=[CH:46][CH:45]=1. Product: [Cl:43][C:44]1[CH:51]=[CH:50][C:47]([CH2:48][NH:49][C:18]([C:14]2([C:11]3[CH:10]=[CH:9][C:8]([S:5](/[CH:4]=[CH:3]/[C:1]#[N:2])(=[O:6])=[O:7])=[CH:13][CH:12]=3)[CH2:15][CH2:16][CH2:17]2)=[O:20])=[CH:46][CH:45]=1. The catalyst class is: 10. (2) The catalyst class is: 3. Reactant: [NH2:1][C:2]1[C:11]2=[CH:12][N:13]([CH:15]3[C:19]([OH:21])([CH3:20])[CH:18]([OH:22])[CH:17]([C:23]([C:36]4[CH:41]=[CH:40][CH:39]=[CH:38][CH:37]=4)([C:30]4[CH:35]=[CH:34][CH:33]=[CH:32][CH:31]=4)[O:24][SiH2:25][C:26]([CH3:29])([CH3:28])[CH3:27])[O:16]3)[N:14]=[C:9]3[C:10]2=[C:4]([C:5](=[O:42])[NH:6][N:7]=[CH:8]3)[CH:3]=1.C1N=CN([C:48](N2C=NC=C2)=[O:49])C=1. Product: [NH2:1][C:2]1[C:11]2=[CH:12][N:13]([CH:15]3[C:19]4([CH3:20])[CH:18]([O:22][C:48](=[O:49])[O:21]4)[CH:17]([C:23]([C:30]4[CH:31]=[CH:32][CH:33]=[CH:34][CH:35]=4)([C:36]4[CH:37]=[CH:38][CH:39]=[CH:40][CH:41]=4)[O:24][SiH2:25][C:26]([CH3:27])([CH3:28])[CH3:29])[O:16]3)[N:14]=[C:9]3[C:10]2=[C:4]([C:5](=[O:42])[NH:6][N:7]=[CH:8]3)[CH:3]=1. (3) Reactant: [OH:1][C:2]1[CH:11]=[CH:10][C:5]([C:6]([O:8][CH3:9])=[O:7])=[CH:4][C:3]=1[O:12][CH3:13].Br[CH2:15][CH2:16][CH2:17][Cl:18].C(=O)([O-])[O-].[K+].[K+]. Product: [Cl:18][CH2:17][CH2:16][CH2:15][O:1][C:2]1[CH:11]=[CH:10][C:5]([C:6]([O:8][CH3:9])=[O:7])=[CH:4][C:3]=1[O:12][CH3:13]. The catalyst class is: 21. (4) Reactant: [NH2:1][C:2]1[N:7]=[C:6]([Cl:8])[C:5]([C:9]#[N:10])=[C:4](S(C)=O)[N:3]=1.[CH3:14][C:15]1[C:16]([CH2:21][OH:22])=[N:17][CH:18]=[CH:19][CH:20]=1.C1CCN2C(=NCCC2)CC1.O. Product: [NH2:1][C:2]1[N:7]=[C:6]([Cl:8])[C:5]([C:9]#[N:10])=[C:4]([O:22][CH2:21][C:16]2[C:15]([CH3:14])=[CH:20][CH:19]=[CH:18][N:17]=2)[N:3]=1. The catalyst class is: 57.